This data is from Reaction yield outcomes from USPTO patents with 853,638 reactions. The task is: Predict the reaction yield, written as a fraction of the theoretical maximum amount of product (1.0 means a 100% yield; for example, 0.34 means a 34% yield). (1) The reactants are [CH3:1][C:2]1[CH:3]=[CH:4][C:5]([NH:10][C:11]2[CH:16]=[CH:15][CH:14]=[CH:13][C:12]=2[N+:17]([O-])=O)=[C:6]([CH:9]=1)[C:7]#[N:8].O.O.[Sn](Cl)[Cl:23].Cl. The catalyst is C(O)C. The product is [ClH:23].[CH3:1][C:2]1[CH:3]=[CH:4][C:5]2[NH:10][C:11]3[CH:16]=[CH:15][CH:14]=[CH:13][C:12]=3[N:17]=[C:7]([NH2:8])[C:6]=2[CH:9]=1. The yield is 0.630. (2) The reactants are [Br:1][C:2]1[CH:3]=[C:4]2[C:9](=[CH:10][CH:11]=1)[N:8]=[C:7]([CH2:12][CH:13]([CH3:15])[CH3:14])[C:6]([CH2:16]O)=[C:5]2[C:18]1[CH:23]=[CH:22][CH:21]=[CH:20][CH:19]=1.S(Cl)(Cl)=O.[C:28]1(=[O:38])[NH:32][C:31](=[O:33])[C:30]2=[CH:34][CH:35]=[CH:36][CH:37]=[C:29]12.[K]. The catalyst is C1(C)C=CC=CC=1. The product is [Br:1][C:2]1[CH:3]=[C:4]2[C:9](=[CH:10][CH:11]=1)[N:8]=[C:7]([CH2:12][CH:13]([CH3:15])[CH3:14])[C:6]([CH2:16][N:32]1[C:28](=[O:38])[C:29]3[C:30](=[CH:34][CH:35]=[CH:36][CH:37]=3)[C:31]1=[O:33])=[C:5]2[C:18]1[CH:19]=[CH:20][CH:21]=[CH:22][CH:23]=1. The yield is 0.820. (3) The reactants are [OH:1][C:2]([CH3:33])([CH3:32])[CH2:3][C@@:4]1([C:26]2[CH:31]=[CH:30][CH:29]=[CH:28][CH:27]=2)[O:9][C:8](=[O:10])[N:7]([C@H:11]([C:13]2[CH:18]=[CH:17][C:16]([C:19]3[CH:24]=[CH:23][NH:22][C:21](=[O:25])[CH:20]=3)=[CH:15][CH:14]=2)[CH3:12])[CH2:6][CH2:5]1.C1C=CN=C(C2C=[CH:42][CH:43]=[CH:44]N=2)C=1.C1(B(O)O)CC1.C([O-])([O-])=O.[Na+].[Na+]. The yield is 0.850. The catalyst is ClC(Cl)C.CC([O-])=O.CC([O-])=O.[Cu+2]. The product is [CH:42]1([N:22]2[CH:23]=[CH:24][C:19]([C:16]3[CH:17]=[CH:18][C:13]([C@@H:11]([N:7]4[CH2:6][CH2:5][C@:4]([CH2:3][C:2]([OH:1])([CH3:32])[CH3:33])([C:26]5[CH:31]=[CH:30][CH:29]=[CH:28][CH:27]=5)[O:9][C:8]4=[O:10])[CH3:12])=[CH:14][CH:15]=3)=[CH:20][C:21]2=[O:25])[CH2:43][CH2:44]1.